Predict the reactants needed to synthesize the given product. From a dataset of Full USPTO retrosynthesis dataset with 1.9M reactions from patents (1976-2016). (1) Given the product [Br:1][C:2]1[CH:14]=[C:13]([C:15]([NH2:16])=[O:17])[C:12]2[N:11]([CH2:18][CH:19]3[CH2:20][CH2:21]3)[C:10]3[C:5]([C:4]=2[CH:3]=1)=[CH:6][CH:7]=[C:8]([C:22]([N:28]1[CH2:27][C@H:26]([CH3:25])[O:31][C@H:30]([CH3:32])[CH2:29]1)=[O:23])[CH:9]=3, predict the reactants needed to synthesize it. The reactants are: [Br:1][C:2]1[CH:3]=[C:4]2[C:12](=[C:13]([C:15](=[O:17])[NH2:16])[CH:14]=1)[N:11]([CH2:18][CH:19]1[CH2:21][CH2:20]1)[C:10]1[CH:9]=[C:8]([C:22](O)=[O:23])[CH:7]=[CH:6][C:5]2=1.[CH3:25][C@H:26]1[O:31][C@@H:30]([CH3:32])[CH2:29][NH:28][CH2:27]1.C(N(CC)CC)C. (2) Given the product [C:17]([O:21][C:22](=[O:47])[CH2:23][N:24]1[C:28]2[CH:29]=[CH:30][C:31]([N:33]([CH2:4][C:3]3[CH:6]=[CH:7][CH:8]=[C:9]([Cl:10])[C:2]=3[Cl:1])[S:34]([C:37]3[CH:38]=[CH:39][C:40]([F:43])=[CH:41][CH:42]=3)(=[O:35])=[O:36])=[CH:32][C:27]=2[N:26]=[C:25]1[CH2:44][CH2:45][CH3:46])([CH3:20])([CH3:19])[CH3:18], predict the reactants needed to synthesize it. The reactants are: [Cl:1][C:2]1[C:9]([Cl:10])=[CH:8][CH:7]=[CH:6][C:3]=1[CH2:4]Cl.C([O-])([O-])=O.[K+].[K+].[C:17]([O:21][C:22](=[O:47])[CH2:23][N:24]1[C:28]2[CH:29]=[CH:30][C:31]([NH:33][S:34]([C:37]3[CH:42]=[CH:41][C:40]([F:43])=[CH:39][CH:38]=3)(=[O:36])=[O:35])=[CH:32][C:27]=2[N:26]=[C:25]1[CH2:44][CH2:45][CH3:46])([CH3:20])([CH3:19])[CH3:18]. (3) Given the product [Cl:1][CH2:2][CH2:3][NH:4][C:5]([NH:7][C:8]1[CH:13]=[CH:12][N:11]=[CH:10][CH:9]=1)=[O:6], predict the reactants needed to synthesize it. The reactants are: [Cl:1][CH2:2][CH2:3][N:4]=[C:5]=[O:6].[NH2:7][C:8]1[CH:13]=[CH:12][N:11]=[CH:10][CH:9]=1. (4) Given the product [C:1]([O:5][C:6]([N:8]1[CH2:12][CH2:11][C@H:10]([O:13][Si:14]([C:17]([CH3:20])([CH3:19])[CH3:18])([CH3:16])[CH3:15])[C@@H:9]1[C@H:21]([OH:22])[CH3:26])=[O:7])([CH3:4])([CH3:3])[CH3:2], predict the reactants needed to synthesize it. The reactants are: [C:1]([O:5][C:6]([N:8]1[CH2:12][CH2:11][C@H:10]([O:13][Si:14]([C:17]([CH3:20])([CH3:19])[CH3:18])([CH3:16])[CH3:15])[C@H:9]1[CH:21]=[O:22])=[O:7])([CH3:4])([CH3:3])[CH3:2].C[Mg+].[Br-].[CH3:26]COC(C)=O.CCCCCC.